Dataset: Full USPTO retrosynthesis dataset with 1.9M reactions from patents (1976-2016). Task: Predict the reactants needed to synthesize the given product. Given the product [CH2:1]([N:8]1[C:9](=[O:12])[S:10][N:20]([CH2:18][CH3:19])[C:21]1=[S:22])[C:2]1[CH:7]=[CH:6][CH:5]=[CH:4][CH:3]=1, predict the reactants needed to synthesize it. The reactants are: [CH2:1]([N:8]=[C:9]=[S:10])[C:2]1[CH:7]=[CH:6][CH:5]=[CH:4][CH:3]=1.Cl.[O-:12][Mn](=O)(=O)=O.[K+].[CH2:18]([N:20]=[C:21]=[S:22])[CH3:19].